This data is from Full USPTO retrosynthesis dataset with 1.9M reactions from patents (1976-2016). The task is: Predict the reactants needed to synthesize the given product. (1) Given the product [CH:16]([C:3]1[C:4]2[NH:5][C:6]3[C:11](=[CH:10][CH:9]=[CH:8][CH:7]=3)[S:12][C:13]=2[CH:14]=[CH:15][CH:2]=1)([CH3:20])[CH3:17], predict the reactants needed to synthesize it. The reactants are: Cl[C:2]1[CH:15]=[CH:14][C:13]2[S:12][C:11]3[C:6](=[CH:7][CH:8]=[CH:9][CH:10]=3)[NH:5][C:4]=2[CH:3]=1.[CH2:16]1[CH2:20]OC[CH2:17]1. (2) Given the product [CH2:41]([C:48]1[CH:53]=[C:52]([CH3:54])[N:51]=[C:50]([NH:40][C:30]2[CH:31]=[CH:32][C:33]([N:34]3[CH:38]=[N:37][C:36]([CH3:39])=[N:35]3)=[C:28]([O:27][CH3:26])[CH:29]=2)[N:49]=1)[C:42]1[CH:43]=[CH:44][CH:45]=[CH:46][CH:47]=1, predict the reactants needed to synthesize it. The reactants are: C1(P(C2CCCCC2)C2C=CC=CC=2C2C=CC=CC=2)CCCCC1.[CH3:26][O:27][C:28]1[CH:29]=[C:30]([NH2:40])[CH:31]=[CH:32][C:33]=1[N:34]1[CH:38]=[N:37][C:36]([CH3:39])=[N:35]1.[CH2:41]([C:48]1[CH:53]=[C:52]([CH3:54])[N:51]=[C:50](Cl)[N:49]=1)[C:42]1[CH:47]=[CH:46][CH:45]=[CH:44][CH:43]=1.O.